From a dataset of Full USPTO retrosynthesis dataset with 1.9M reactions from patents (1976-2016). Predict the reactants needed to synthesize the given product. Given the product [Cl:22][C:19]1[CH:18]=[CH:17][C:16]([C:7]2[C:6](=[O:23])[C:5]3[CH:4]=[CH:3][C:2]4[NH:1][C:27]([C:26]([F:31])([F:30])[F:25])=[N:12][C:11]=4[C:10]=3[O:9][C:8]=2[CH:13]([CH3:14])[CH3:15])=[CH:21][CH:20]=1, predict the reactants needed to synthesize it. The reactants are: [NH2:1][C:2]1[C:11]([NH2:12])=[C:10]2[C:5]([C:6](=[O:23])[C:7]([C:16]3[CH:21]=[CH:20][C:19]([Cl:22])=[CH:18][CH:17]=3)=[C:8]([CH:13]([CH3:15])[CH3:14])[O:9]2)=[CH:4][CH:3]=1.Cl.[F:25][C:26]([F:31])([F:30])[C:27](O)=O.